Binary Classification. Given a drug SMILES string, predict its activity (active/inactive) in a high-throughput screening assay against a specified biological target. From a dataset of HIV replication inhibition screening data with 41,000+ compounds from the AIDS Antiviral Screen. The result is 0 (inactive). The molecule is CNP(=O)(NC)NC.